From a dataset of Reaction yield outcomes from USPTO patents with 853,638 reactions. Predict the reaction yield, written as a fraction of the theoretical maximum amount of product (1.0 means a 100% yield; for example, 0.34 means a 34% yield). (1) The reactants are [CH3:1][O:2][C:3](=[O:12])[CH2:4][C:5]1[CH:10]=[CH:9][CH:8]=[C:7]([OH:11])[CH:6]=1.[OH:13][C@@H:14]([CH3:28])[CH2:15][CH2:16]OS(C1C=CC(C)=CC=1)(=O)=O.C([O-])([O-])=O.[Cs+].[Cs+]. The catalyst is CN(C=O)C.CCCCCC. The product is [CH3:1][O:2][C:3](=[O:12])[CH2:4][C:5]1[CH:10]=[CH:9][CH:8]=[C:7]([O:11][CH2:16][CH2:15][C@@H:14]([OH:13])[CH3:28])[CH:6]=1. The yield is 0.440. (2) The reactants are [H-].[Na+].[NH:3]1[C:11]2[C:6](=[CH:7][CH:8]=[CH:9][CH:10]=2)[CH:5]=[CH:4]1.Br[CH2:13][C:14]1[CH:19]=[CH:18][C:17]([B:20]2[O:28][C:25]([CH3:27])([CH3:26])[C:22]([CH3:24])([CH3:23])[O:21]2)=[CH:16][CH:15]=1. The catalyst is CN(C=O)C.O. The product is [CH3:26][C:25]1([CH3:27])[C:22]([CH3:23])([CH3:24])[O:21][B:20]([C:17]2[CH:16]=[CH:15][C:14]([CH2:13][N:3]3[C:11]4[C:6](=[CH:7][CH:8]=[CH:9][CH:10]=4)[CH:5]=[CH:4]3)=[CH:19][CH:18]=2)[O:28]1. The yield is 0.100. (3) The reactants are [N:1]1[CH:6]=[CH:5][CH:4]=[CH:3][C:2]=1[CH2:7][N:8]([CH2:29][C:30]1[CH:35]=[CH:34][CH:33]=[CH:32][N:31]=1)[CH2:9][C:10]([NH:12][C:13]1[CH:28]=[CH:27][C:16]([CH2:17][CH2:18][NH:19]C(=O)OC(C)(C)C)=[CH:15][CH:14]=1)=[O:11].FC(F)(F)C(O)=O. The catalyst is C(Cl)Cl. The product is [NH2:19][CH2:18][CH2:17][C:16]1[CH:27]=[CH:28][C:13]([NH:12][C:10](=[O:11])[CH2:9][N:8]([CH2:29][C:30]2[CH:35]=[CH:34][CH:33]=[CH:32][N:31]=2)[CH2:7][C:2]2[CH:3]=[CH:4][CH:5]=[CH:6][N:1]=2)=[CH:14][CH:15]=1. The yield is 0.980. (4) The reactants are [I:1]I.C([O-])([O-])=O.[Na+].[Na+].[OH:9][C:10]1[CH:11]=[CH:12][C:13]([C:16]([O:18][CH3:19])=[O:17])=[N:14][CH:15]=1.Cl. The catalyst is O. The product is [OH:9][C:10]1[CH:11]=[CH:12][C:13]([C:16]([O:18][CH3:19])=[O:17])=[N:14][C:15]=1[I:1]. The yield is 0.930. (5) The reactants are [C:1]([N:4]([C:8]1[C:17]2[C:12](=[CH:13][CH:14]=[CH:15][C:16]=2[O:18][CH:19]2[CH2:24][CH2:23][CH2:22][CH2:21][CH2:20]2)[N:11]=[C:10]([CH3:25])[C:9]=1[C:26]([O:28][CH2:29][CH3:30])=[O:27])[C:5](=[O:7])[CH3:6])(=[O:3])[CH3:2].C1C=C(Cl)C=C(C(OO)=[O:39])C=1. The catalyst is ClCCCl. The product is [C:1]([N:4]([C:8]1[C:17]2[C:12](=[CH:13][CH:14]=[CH:15][C:16]=2[O:18][CH:19]2[CH2:20][CH2:21][CH2:22][CH2:23][CH2:24]2)[N+:11]([O-:39])=[C:10]([CH3:25])[C:9]=1[C:26]([O:28][CH2:29][CH3:30])=[O:27])[C:5](=[O:7])[CH3:6])(=[O:3])[CH3:2]. The yield is 0.970. (6) The reactants are [F:1][C:2]([F:16])([F:15])[O:3][C:4]1[CH:12]=[C:11]([CH:13]=[CH2:14])[CH:10]=[CH:9][C:5]=1[C:6]([OH:8])=[O:7].Br[CH:18]([C:23]1[CH:28]=[C:27]([Cl:29])[C:26]([F:30])=[C:25]([Cl:31])[CH:24]=1)[C:19]([F:22])([F:21])[F:20].N1C=CC=CC=1C1C=CC=CN=1. The catalyst is CN1CCCC1.O.[Cu]Cl. The product is [Cl:29][C:27]1[CH:28]=[C:23]([CH:18]([C:19]([F:22])([F:21])[F:20])/[CH:14]=[CH:13]/[C:11]2[CH:10]=[CH:9][C:5]([C:6]([OH:8])=[O:7])=[C:4]([O:3][C:2]([F:15])([F:16])[F:1])[CH:12]=2)[CH:24]=[C:25]([Cl:31])[C:26]=1[F:30]. The yield is 0.210. (7) The reactants are [CH2:1](Br)[C:2]([C:4]1[CH:9]=[CH:8][CH:7]=[CH:6][CH:5]=1)=[O:3].[CH:11]1[C:20]2[C:15](=[CH:16][CH:17]=[CH:18][CH:19]=2)[CH2:14][CH2:13][C:12]=1N1CCCC1.[OH2:26]. The catalyst is C1(C)C=CC=CC=1. The product is [O:3]=[C:2]([C:4]1[CH:9]=[CH:8][CH:7]=[CH:6][CH:5]=1)[CH2:1][CH:11]1[C:20]2[C:15](=[CH:16][CH:17]=[CH:18][CH:19]=2)[CH2:14][CH2:13][C:12]1=[O:26]. The yield is 0.700. (8) The reactants are [CH3:1][C:2]1[C:8]([N+:9]([O-:11])=[O:10])=[CH:7][CH:6]=[CH:5][C:3]=1[NH2:4].C(O)(=O)C.[N:16]([O-])=O.[Na+]. The catalyst is O. The product is [N+:9]([C:8]1[CH:7]=[CH:6][CH:5]=[C:3]2[C:2]=1[CH:1]=[N:16][NH:4]2)([O-:11])=[O:10]. The yield is 0.700.